Dataset: Reaction yield outcomes from USPTO patents with 853,638 reactions. Task: Predict the reaction yield, written as a fraction of the theoretical maximum amount of product (1.0 means a 100% yield; for example, 0.34 means a 34% yield). (1) The reactants are [Br:1][C:2]1[CH:10]=[CH:9][CH:8]=[C:7]2[C:3]=1[C:4](O)([C:19]1[C:20]([OH:28])=[CH:21][C:22]3[O:26][CH2:25][CH2:24][C:23]=3[CH:27]=1)[C:5](=[O:18])[N:6]2[CH2:11][C:12]1[CH:17]=[CH:16][CH:15]=[CH:14][N:13]=1.C(N(CC)CC)C.O=S(Cl)Cl. The catalyst is ClCCl.C(O)(=O)C.O1CCCC1.[Zn]. The product is [Br:1][C:2]1[CH:10]=[CH:9][CH:8]=[C:7]2[C:3]=1[CH:4]([C:19]1[C:20]([OH:28])=[CH:21][C:22]3[O:26][CH2:25][CH2:24][C:23]=3[CH:27]=1)[C:5](=[O:18])[N:6]2[CH2:11][C:12]1[CH:17]=[CH:16][CH:15]=[CH:14][N:13]=1. The yield is 0.770. (2) The catalyst is ClCCl. The product is [CH3:54][C:53]1[CH:52]=[C:51]([CH3:55])[NH:50][C:49](=[O:56])[C:48]=1[CH2:47][NH:46][C:19]([C:3]1[C:4]2[C:5](=[CH:6][N:7]=[CH:8][CH:9]=2)[N:10]([CH:11]([C:13]2[CH:18]=[CH:17][CH:16]=[CH:15][CH:14]=2)[CH3:12])[C:2]=1[CH3:1])=[O:20]. The reactants are [CH3:1][C:2]1[N:10]([CH:11]([C:13]2[CH:18]=[CH:17][CH:16]=[CH:15][CH:14]=2)[CH3:12])[C:5]2=[CH:6][N:7]=[CH:8][CH:9]=[C:4]2[C:3]=1[C:19](O)=[O:20].CN(C(ON1N=NC2C=CC=NC1=2)=[N+](C)C)C.F[P-](F)(F)(F)(F)F.[NH2:46][CH2:47][C:48]1[C:49](=[O:56])[NH:50][C:51]([CH3:55])=[CH:52][C:53]=1[CH3:54].O. The yield is 0.216.